Dataset: Reaction yield outcomes from USPTO patents with 853,638 reactions. Task: Predict the reaction yield, written as a fraction of the theoretical maximum amount of product (1.0 means a 100% yield; for example, 0.34 means a 34% yield). The product is [Si:12]([O:19][CH2:20][CH2:21][N:22]([C:23]1[CH:24]=[C:25]2[C:29](=[C:30]([CH:32]3[CH2:34][CH2:33]3)[CH:31]=1)[N:28]([C:35]1[CH:36]=[N:37][C:38]([CH3:41])=[CH:39][CH:40]=1)[CH:27]=[CH:26]2)[C:8]([C:7]1[C:6]([Cl:11])=[N:5][CH:4]=[N:3][C:2]=1[Cl:1])=[O:9])([C:15]([CH3:18])([CH3:17])[CH3:16])([CH3:14])[CH3:13]. The catalyst is C(Cl)Cl. The yield is 0.770. The reactants are [Cl:1][C:2]1[C:7]([C:8](Cl)=[O:9])=[C:6]([Cl:11])[N:5]=[CH:4][N:3]=1.[Si:12]([O:19][CH2:20][CH2:21][NH:22][C:23]1[CH:24]=[C:25]2[C:29](=[C:30]([CH:32]3[CH2:34][CH2:33]3)[CH:31]=1)[N:28]([C:35]1[CH:36]=[N:37][C:38]([CH3:41])=[CH:39][CH:40]=1)[CH:27]=[CH:26]2)([C:15]([CH3:18])([CH3:17])[CH3:16])([CH3:14])[CH3:13].C(N(CC)CC)C.